Task: Predict the reactants needed to synthesize the given product.. Dataset: Full USPTO retrosynthesis dataset with 1.9M reactions from patents (1976-2016) (1) Given the product [Cl:3][C:4]1[CH:12]=[CH:11][C:10]2[N:9]([CH2:29][C:26]([C:23]3[CH:24]=[CH:25][C:20]([F:19])=[CH:21][CH:22]=3)([OH:27])[CH3:28])[C:8]3[CH2:13][CH2:14][N:15]([CH3:18])[CH2:16][CH2:17][C:7]=3[C:6]=2[CH:5]=1, predict the reactants needed to synthesize it. The reactants are: [H-].[Na+].[Cl:3][C:4]1[CH:12]=[CH:11][C:10]2[NH:9][C:8]3[CH2:13][CH2:14][N:15]([CH3:18])[CH2:16][CH2:17][C:7]=3[C:6]=2[CH:5]=1.[F:19][C:20]1[CH:25]=[CH:24][C:23]([C:26]2([CH3:29])[CH2:28][O:27]2)=[CH:22][CH:21]=1.O. (2) Given the product [F:3][C:4]1[C:10]([F:11])=[CH:9][CH:8]=[CH:7][C:5]=1[NH:6][C:13]1[CH:18]=[C:17]([O:19][CH2:20][C:21]#[C:22][CH3:23])[N:16]=[CH:15][N:14]=1, predict the reactants needed to synthesize it. The reactants are: [H-].[Na+].[F:3][C:4]1[C:10]([F:11])=[CH:9][CH:8]=[CH:7][C:5]=1[NH2:6].Cl[C:13]1[CH:18]=[C:17]([O:19][CH2:20][C:21]#[C:22][CH3:23])[N:16]=[CH:15][N:14]=1.[Cl-].[NH4+]. (3) Given the product [Cl:1][C:2]1[N:7]=[C:6]([NH:8][C:9](=[O:11])[CH3:10])[CH:5]=[CH:4][C:3]=1[C:22]1[CH:23]=[CH:24][C:25]2[N:26]([C:28]([C:31]#[N:32])=[CH:29][N:30]=2)[CH:27]=1, predict the reactants needed to synthesize it. The reactants are: [Cl:1][C:2]1[N:7]=[C:6]([NH:8][C:9](=[O:11])[CH3:10])[CH:5]=[CH:4][C:3]=1B1OC(C)(C)C(C)(C)O1.Br[C:22]1[CH:23]=[CH:24][C:25]2[N:26]([C:28]([C:31]#[N:32])=[CH:29][N:30]=2)[CH:27]=1. (4) Given the product [CH2:11]([O:10][C:4]1[CH:3]=[C:2]([CH:34]([C:32]2[CH:31]=[CH:30][C:29]3[N:25]([CH3:24])[N:26]=[N:27][C:28]=3[CH:33]=2)[OH:35])[CH:7]=[CH:6][C:5]=1[O:8][CH3:9])[CH3:12], predict the reactants needed to synthesize it. The reactants are: Br[C:2]1[CH:7]=[CH:6][C:5]([O:8][CH3:9])=[C:4]([O:10][CH2:11][CH3:12])[CH:3]=1.C([Li])CCC.CCCCCC.[CH3:24][N:25]1[C:29]2[CH:30]=[CH:31][C:32]([CH:34]=[O:35])=[CH:33][C:28]=2[N:27]=[N:26]1.